From a dataset of Catalyst prediction with 721,799 reactions and 888 catalyst types from USPTO. Predict which catalyst facilitates the given reaction. (1) Reactant: O.[NH2:2][NH2:3].[CH3:4][O:5][CH:6]([CH3:12])[C:7](=O)[CH2:8][C:9]#[N:10]. Product: [NH2:10][C:9]1[NH:2][N:3]=[C:7]([CH:6]([O:5][CH3:4])[CH3:12])[CH:8]=1. The catalyst class is: 14. (2) Reactant: [CH3:1][C:2]1[N:3]=[C:4]([NH2:15])[S:5][C:6]=1[C:7]#[C:8][C:9]1[CH:10]=[N:11][CH:12]=[CH:13][CH:14]=1.[C:16](N1C=CN=C1)([N:18]1[CH:22]=[CH:21][N:20]=[CH:19]1)=[O:17].C(N(CC)CC)C.CC(OC)(C)C. Product: [CH3:1][C:2]1[N:3]=[C:4]([NH:15][C:16]([N:18]2[CH:22]=[CH:21][N:20]=[CH:19]2)=[O:17])[S:5][C:6]=1[C:7]#[C:8][C:9]1[CH:10]=[N:11][CH:12]=[CH:13][CH:14]=1. The catalyst class is: 3. (3) Reactant: [OH:1][C:2]1[CH:6]=[CH:5][S:4][C:3]=1[C:7]([OH:9])=O.CN(C(ON1N=NC2C=CC=NC1=2)=[N+](C)C)C.F[P-](F)(F)(F)(F)F.C(N(CC)CC)C.[C:41]([C:43]1([NH2:49])[CH2:48][CH2:47][CH2:46][CH2:45][CH2:44]1)#[CH:42]. Product: [C:41]([C:43]1([NH:49][C:7]([C:3]2[S:4][CH:5]=[CH:6][C:2]=2[OH:1])=[O:9])[CH2:48][CH2:47][CH2:46][CH2:45][CH2:44]1)#[CH:42]. The catalyst class is: 3. (4) Reactant: CCN(C(C)C)C(C)C.[C:10]1([N:16]2[CH:20]=[C:19]([C:21]([OH:23])=O)[N:18]=[N:17]2)[CH:15]=[CH:14][CH:13]=[CH:12][CH:11]=1.C1C=CC2N(O)N=NC=2C=1.CCN=C=NCCCN(C)C.Cl.[NH2:46][CH2:47][C:48]([N:50]1[CH2:55][CH2:54][N:53]([C:56](=[O:68])[C:57]2[CH:62]=[C:61]([F:63])[CH:60]=[CH:59][C:58]=2[C:64]([F:67])([F:66])[F:65])[CH2:52][CH2:51]1)=[O:49]. Product: [F:63][C:61]1[CH:60]=[CH:59][C:58]([C:64]([F:66])([F:65])[F:67])=[C:57]([CH:62]=1)[C:56]([N:53]1[CH2:54][CH2:55][N:50]([C:48](=[O:49])[CH2:47][NH:46][C:21]([C:19]2[N:18]=[N:17][N:16]([C:10]3[CH:11]=[CH:12][CH:13]=[CH:14][CH:15]=3)[CH:20]=2)=[O:23])[CH2:51][CH2:52]1)=[O:68]. The catalyst class is: 18. (5) Reactant: [Cl:1][C:2]1[N:3]=[N:4][C:5](Cl)=[CH:6][CH:7]=1.[N:9]1([C:15]([O:17][C:18]([CH3:21])([CH3:20])[CH3:19])=[O:16])[CH2:14][CH2:13][NH:12][CH2:11][CH2:10]1.C(N(CC)C(C)C)(C)C. Product: [Cl:1][C:2]1[N:3]=[N:4][C:5]([N:12]2[CH2:11][CH2:10][N:9]([C:15]([O:17][C:18]([CH3:21])([CH3:20])[CH3:19])=[O:16])[CH2:14][CH2:13]2)=[CH:6][CH:7]=1. The catalyst class is: 12.